The task is: Predict the product of the given reaction.. This data is from Forward reaction prediction with 1.9M reactions from USPTO patents (1976-2016). Given the reactants [CH:1]1[CH2:7][CH:6]=[CH:5][CH:4]=[CH:3][CH:2]=1.[CH:8]([Br:11])(Br)Br.C([O-])([O-])=O.[K+].[K+].C1OCCOCCOCCOCCOCCOC1, predict the reaction product. The product is: [Br:11][CH:8]1[C:6]2=[CH:5][CH:4]=[CH:3][CH:2]=[C:7]2[CH2:1]1.